From a dataset of Retrosynthesis with 50K atom-mapped reactions and 10 reaction types from USPTO. Predict the reactants needed to synthesize the given product. (1) The reactants are: CC1(C)CN=C2N(C1)c1ccc(NS(=O)(=O)c3ccccc3)cc1C21OCCCO1. Given the product CC1(C)CN=C2C(=O)c3cc(NS(=O)(=O)c4ccccc4)ccc3N2C1, predict the reactants needed to synthesize it. (2) Given the product O=C(CCC(=O)[C@H](Cc1ccccc1)NC(=O)c1ccccc1)N[C@@H](Cc1c[nH]c2ccccc12)C(=O)O, predict the reactants needed to synthesize it. The reactants are: COC(=O)[C@H](Cc1c[nH]c2ccccc12)NC(=O)CCC(=O)[C@H](Cc1ccccc1)NC(=O)c1ccccc1. (3) Given the product CN(C(=O)Oc1ccc(Cl)cc1)[C@H]1CC[C@H](C(=O)O)CC1, predict the reactants needed to synthesize it. The reactants are: COC(=O)[C@H]1CC[C@H](N(C)C(=O)Oc2ccc(Cl)cc2)CC1. (4) The reactants are: CN1c2cc(B3OC(C)(C)C(C)(C)O3)ccc2N(CC2CC2)S1(=O)=O.N#Cc1c(F)cccc1Br. Given the product CN1c2cc(-c3cccc(F)c3C#N)ccc2N(CC2CC2)S1(=O)=O, predict the reactants needed to synthesize it. (5) Given the product COC(=O)c1cc([N+](=O)[O-])c(-c2ccccc2)c([N+](=O)[O-])c1, predict the reactants needed to synthesize it. The reactants are: COC(=O)c1cc([N+](=O)[O-])c(Cl)c([N+](=O)[O-])c1.Ic1ccccc1. (6) Given the product CC/C=C\C=C/CCCCCCCCCCl, predict the reactants needed to synthesize it. The reactants are: CC/C=C\C#CCCCCCCCCCCl. (7) Given the product CCC(CC)(c1ccc(CCC(O)C(C)(C)C)c(C)c1)c1ccc(-c2ccc(C(O)C(=O)OC)cc2)c(C)c1, predict the reactants needed to synthesize it. The reactants are: CCC(CC)(c1ccc(CCC(O[Si](C)(C)C(C)(C)C)C(C)(C)C)c(C)c1)c1ccc(-c2ccc(C(O)C(=O)OC)cc2)c(C)c1. (8) Given the product CO[C@@H](Cc1ccc(OCCO)cc1)C(=O)O, predict the reactants needed to synthesize it. The reactants are: COC(Cc1ccc(OCCO[Si](C)(C)C(C)(C)C)cc1)C(=O)O. (9) Given the product CNC(=S)N1[C@@H](c2cc(-c3cccc(C)c3)on2)C[C@H]2C[C@H]21, predict the reactants needed to synthesize it. The reactants are: CN=C=S.Cc1cccc(-c2cc([C@H]3C[C@H]4C[C@H]4N3)no2)c1.